This data is from Reaction yield outcomes from USPTO patents with 853,638 reactions. The task is: Predict the reaction yield, written as a fraction of the theoretical maximum amount of product (1.0 means a 100% yield; for example, 0.34 means a 34% yield). (1) The yield is 0.950. The product is [C:1]1([CH3:36])[CH:2]=[CH:3][C:4]([N:7]2[C:11]([C:12]3[CH:17]=[CH:16][C:15]([CH3:18])=[CH:14][CH:13]=3)=[CH:10][C:9]([CH2:19][CH:20]([C:29]3[CH:30]=[C:31]([CH3:35])[CH:32]=[CH:33][CH:34]=3)[CH2:21][S:22]([C:24]3[NH:28][N:27]=[CH:26][N:25]=3)(=[O:41])=[O:23])=[N:8]2)=[CH:5][CH:6]=1. The reactants are [C:1]1([CH3:36])[CH:6]=[CH:5][C:4]([N:7]2[C:11]([C:12]3[CH:17]=[CH:16][C:15]([CH3:18])=[CH:14][CH:13]=3)=[CH:10][C:9]([CH2:19][CH:20]([C:29]3[CH:30]=[C:31]([CH3:35])[CH:32]=[CH:33][CH:34]=3)[CH2:21][S:22]([C:24]3[NH:28][N:27]=[CH:26][N:25]=3)=[O:23])=[N:8]2)=[CH:3][CH:2]=1.OO.C(O)(=[O:41])C.CO. The catalyst is CN(C)C=O. (2) The reactants are Cl[CH2:2][C:3]1[CH:4]=[CH:5][C:6]([O:9][CH2:10][C:11]2[N:12]=[C:13]([C:17]3[O:18][CH:19]=[CH:20][CH:21]=3)[O:14][C:15]=2[CH3:16])=[N:7][CH:8]=1.[CH2:22]([N:29]1[CH:33]=[C:32]([C:34]([O:36][CH2:37][CH3:38])=[O:35])[C:31]([OH:39])=[N:30]1)[C:23]1[CH:28]=[CH:27][CH:26]=[CH:25][CH:24]=1.C(=O)([O-])[O-].[K+].[K+].CN(C)C=O. The catalyst is O. The product is [CH2:22]([N:29]1[CH:33]=[C:32]([C:34]([O:36][CH2:37][CH3:38])=[O:35])[C:31]([O:39][CH2:2][C:3]2[CH:8]=[N:7][C:6]([O:9][CH2:10][C:11]3[N:12]=[C:13]([C:17]4[O:18][CH:19]=[CH:20][CH:21]=4)[O:14][C:15]=3[CH3:16])=[CH:5][CH:4]=2)=[N:30]1)[C:23]1[CH:24]=[CH:25][CH:26]=[CH:27][CH:28]=1. The yield is 0.900. (3) The reactants are [I:1][C:2]1[CH:3]=[C:4]([N:8]2[C:16]3[C:11](=[CH:12][C:13]([O:17]C)=[CH:14][CH:15]=3)[C:10]([C:19]([NH2:21])=[O:20])=[N:9]2)[CH:5]=[CH:6][CH:7]=1.B(Br)(Br)Br. The catalyst is ClCCl. The product is [OH:17][C:13]1[CH:12]=[C:11]2[C:16](=[CH:15][CH:14]=1)[N:8]([C:4]1[CH:5]=[CH:6][CH:7]=[C:2]([I:1])[CH:3]=1)[N:9]=[C:10]2[C:19]([NH2:21])=[O:20]. The yield is 0.670. (4) The reactants are [Cl:1][C:2]1[CH:9]=[C:8]([N:10]2[C:14](=[O:15])[C@@H:13]([CH2:16][C:17]([CH3:19])=[CH2:18])[C@H:12]([OH:20])[C@@H:11]2[CH3:21])[CH:7]=[CH:6][C:3]=1[C:4]#[N:5]. The catalyst is CO.[Pd]. The product is [Cl:1][C:2]1[CH:9]=[C:8]([N:10]2[C:14](=[O:15])[C@@H:13]([CH2:16][CH:17]([CH3:18])[CH3:19])[C@H:12]([OH:20])[C@@H:11]2[CH3:21])[CH:7]=[CH:6][C:3]=1[C:4]#[N:5]. The yield is 0.191. (5) The reactants are [N:1]1[C:10]2[C:5](=[CH:6][CH:7]=[CH:8][C:9]=2[O:11][CH2:12][C:13]([OH:15])=O)[CH:4]=[CH:3][CH:2]=1.CCN(C(C)C)C(C)C.[NH2:25][CH2:26][CH:27]([OH:39])[CH2:28][N:29]1[CH2:38][CH2:37][C:36]2[C:31](=[CH:32][CH:33]=[CH:34][CH:35]=2)[CH2:30]1.C1N(P(Cl)(N2C(=O)OCC2)=O)C(=O)OC1. The catalyst is CN(C=O)C. The product is [CH2:30]1[C:31]2[C:36](=[CH:35][CH:34]=[CH:33][CH:32]=2)[CH2:37][CH2:38][N:29]1[CH2:28][CH:27]([OH:39])[CH2:26][NH:25][C:13](=[O:15])[CH2:12][O:11][C:9]1[CH:8]=[CH:7][CH:6]=[C:5]2[C:10]=1[N:1]=[CH:2][CH:3]=[CH:4]2. The yield is 0.0400. (6) The reactants are [NH2:1][C:2]1[CH:7]=[CH:6][C:5]([C:8]2[N:9]([CH2:21][CH3:22])[C:10]3[C:15]([C:16]=2[C:17]#[N:18])=[CH:14][CH:13]=[C:12]([O:19][CH3:20])[CH:11]=3)=[CH:4][CH:3]=1.C(N(CC)CC)C.[C:30](Cl)(=[O:32])[CH3:31]. The catalyst is C1COCC1.O. The product is [C:17]([C:16]1[C:15]2[C:10](=[CH:11][C:12]([O:19][CH3:20])=[CH:13][CH:14]=2)[N:9]([CH2:21][CH3:22])[C:8]=1[C:5]1[CH:4]=[CH:3][C:2]([NH:1][C:30](=[O:32])[CH3:31])=[CH:7][CH:6]=1)#[N:18]. The yield is 0.710.